Regression/Classification. Given a drug SMILES string, predict its absorption, distribution, metabolism, or excretion properties. Task type varies by dataset: regression for continuous measurements (e.g., permeability, clearance, half-life) or binary classification for categorical outcomes (e.g., BBB penetration, CYP inhibition). Dataset: cyp3a4_veith. From a dataset of CYP3A4 inhibition data for predicting drug metabolism from PubChem BioAssay. The compound is Cc1ccccc1-c1nc(N2CCN(C)CC2)c2ccccc2n1. The result is 1 (inhibitor).